Dataset: Reaction yield outcomes from USPTO patents with 853,638 reactions. Task: Predict the reaction yield, written as a fraction of the theoretical maximum amount of product (1.0 means a 100% yield; for example, 0.34 means a 34% yield). The reactants are [Br:1][C:2]1[CH:7]=[CH:6][C:5]([C:8]([O:10][CH2:11][C:12]2[CH:17]=[CH:16][CH:15]=[CH:14][CH:13]=2)=[CH2:9])=[C:4]([CH2:18][CH3:19])[CH:3]=1.[CH2:20](I)I. The catalyst is [Zn]. The product is [Br:1][C:2]1[CH:7]=[CH:6][C:5]([C:8]2([O:10][CH2:11][C:12]3[CH:13]=[CH:14][CH:15]=[CH:16][CH:17]=3)[CH2:20][CH2:9]2)=[C:4]([CH2:18][CH3:19])[CH:3]=1. The yield is 0.700.